This data is from Reaction yield outcomes from USPTO patents with 853,638 reactions. The task is: Predict the reaction yield, written as a fraction of the theoretical maximum amount of product (1.0 means a 100% yield; for example, 0.34 means a 34% yield). (1) The reactants are [CH3:1][O:2][C:3]1[CH:4]=[C:5]([C:11]2[C:22](=[O:23])[N:21]([CH3:24])[C:14]3[N:15]=[C:16](SC)[N:17]=[CH:18][C:13]=3[CH:12]=2)[CH:6]=[C:7]([O:9][CH3:10])[CH:8]=1.O[O:26][S:27]([O-:29])=O.[K+].S([O-])(O[O-])(=O)=O.[K+].[K+].CO.Cl[CH2:42]Cl. The catalyst is O.O.C(Cl)Cl. The product is [CH3:10][O:9][C:7]1[CH:6]=[C:5]([C:11]2[C:22](=[O:23])[N:21]([CH3:24])[C:14]3[N:15]=[C:16]([S:27]([CH3:42])(=[O:29])=[O:26])[N:17]=[CH:18][C:13]=3[CH:12]=2)[CH:4]=[C:3]([O:2][CH3:1])[CH:8]=1. The yield is 0.780. (2) The reactants are [CH2:1]([S:3][CH:4]([S:23][CH2:24][CH3:25])[C@@H:5]([OH:22])[C@H:6]([OH:21])[C@H:7]([OH:20])[CH2:8][O:9][Si:10]([CH:17]([CH3:19])[CH3:18])([CH:14]([CH3:16])[CH3:15])[CH:11]([CH3:13])[CH3:12])[CH3:2].[H-].[Na+].[CH2:28](Br)[C:29]1[CH:34]=[CH:33][CH:32]=[CH:31][CH:30]=1. The catalyst is CN(C=O)C. The product is [CH:11]([Si:10]([CH:14]([CH3:15])[CH3:16])([CH:17]([CH3:19])[CH3:18])[O:9][CH2:8][C@@H:7]([O:20][CH2:28][C:29]1[CH:34]=[CH:33][CH:32]=[CH:31][CH:30]=1)[C@@H:6]([O:21][CH2:28][C:29]1[CH:34]=[CH:33][CH:32]=[CH:31][CH:30]=1)[C@H:5]([O:22][CH2:28][C:29]1[CH:34]=[CH:33][CH:32]=[CH:31][CH:30]=1)[CH:4]([S:3][CH2:1][CH3:2])[S:23][CH2:24][CH3:25])([CH3:12])[CH3:13]. The yield is 0.511. (3) The reactants are [CH:1](N1C(N)=CC(C2C=CN=CC=2)=N1)([CH3:3])[CH3:2].[NH2:16][C@@H:17]([CH2:34][C:35]1[CH:40]=[CH:39][C:38]([F:41])=[CH:37][CH:36]=1)[C:18]([NH:20][C:21]1[NH:25][N:24]=[C:23]([C:26]2[CH:31]=[CH:30][N:29]=[C:28]([NH:32][CH3:33])[CH:27]=2)[CH:22]=1)=[O:19]. No catalyst specified. The product is [NH2:16][C@@H:17]([CH2:34][C:35]1[CH:36]=[CH:37][C:38]([F:41])=[CH:39][CH:40]=1)[C:18]([NH:20][C:21]1[N:25]([CH:1]([CH3:3])[CH3:2])[N:24]=[C:23]([C:26]2[CH:31]=[CH:30][N:29]=[C:28]([NH:32][CH3:33])[CH:27]=2)[CH:22]=1)=[O:19]. The yield is 0.750. (4) The yield is 0.880. The reactants are [CH3:1][C:2]1[CH:7]=[C:6]([CH3:8])[CH:5]=[CH:4][C:3]=1[NH:9][C:10](=[O:37])[CH2:11][N:12]([CH2:19][C:20]1[CH:25]=[CH:24][C:23]([CH2:26][C:27]([CH3:36])([CH3:35])[C:28]([O:30]C(C)(C)C)=[O:29])=[CH:22][CH:21]=1)[CH2:13][C:14]1[O:15][CH:16]=[CH:17][CH:18]=1.FC(F)(F)C(O)=O. The catalyst is ClCCl. The product is [CH3:1][C:2]1[CH:7]=[C:6]([CH3:8])[CH:5]=[CH:4][C:3]=1[NH:9][C:10](=[O:37])[CH2:11][N:12]([CH2:19][C:20]1[CH:21]=[CH:22][C:23]([CH2:26][C:27]([CH3:35])([CH3:36])[C:28]([OH:30])=[O:29])=[CH:24][CH:25]=1)[CH2:13][C:14]1[O:15][CH:16]=[CH:17][CH:18]=1. (5) The catalyst is CCO. The product is [CH3:21][O:20][C:17]1[CH:18]=[CH:19][C:14]([CH2:13][N:11]2[CH:12]=[C:4]3[C:5]([N:6]([CH3:9])[CH2:7][CH2:8][C:2]4[S:32][C:31]([NH:30][C:26]5[N:25]=[C:24]([CH3:23])[CH:29]=[CH:28][N:27]=5)=[N:33][C:3]=43)=[N:10]2)=[CH:15][CH:16]=1. The yield is 0.380. The reactants are Br[CH:2]1[CH2:8][CH2:7][N:6]([CH3:9])[C:5]2=[N:10][N:11]([CH2:13][C:14]3[CH:19]=[CH:18][C:17]([O:20][CH3:21])=[CH:16][CH:15]=3)[CH:12]=[C:4]2[C:3]1=O.[CH3:23][C:24]1[CH:29]=[CH:28][N:27]=[C:26]([NH:30][C:31]([NH2:33])=[S:32])[N:25]=1. (6) The reactants are [F:8][C:7]([F:10])([F:9])[C:6](O[C:6](=[O:11])[C:7]([F:10])([F:9])[F:8])=[O:11].[C:14]1([CH:20]=[CH:21][CH2:22][NH:23][CH2:24][CH:25]=[CH2:26])[CH:19]=[CH:18][CH:17]=[CH:16][CH:15]=1.C(N(CC)CC)C. The catalyst is C(Cl)Cl. The product is [C:14]1([CH:20]=[CH:21][CH2:22][N:23]([CH2:24][CH:25]=[CH2:26])[C:6](=[O:11])[C:7]([F:8])([F:9])[F:10])[CH:19]=[CH:18][CH:17]=[CH:16][CH:15]=1. The yield is 0.840. (7) The reactants are Cl.[Cl:2][C:3]1[CH:4]=[C:5]([CH:11]([C:28]([F:31])([F:30])[F:29])/[CH:12]=[CH:13]/[C:14]2[CH:24]=[CH:23][C:17]([C:18]([O:20]CC)=[O:19])=[C:16]([N+:25]([O-:27])=[O:26])[CH:15]=2)[CH:6]=[C:7]([Cl:10])[C:8]=1[F:9]. The catalyst is O1CCOCC1. The product is [Cl:2][C:3]1[CH:4]=[C:5]([CH:11]([C:28]([F:31])([F:30])[F:29])/[CH:12]=[CH:13]/[C:14]2[CH:24]=[CH:23][C:17]([C:18]([OH:20])=[O:19])=[C:16]([N+:25]([O-:27])=[O:26])[CH:15]=2)[CH:6]=[C:7]([Cl:10])[C:8]=1[F:9]. The yield is 0.520.